The task is: Predict the reactants needed to synthesize the given product.. This data is from Full USPTO retrosynthesis dataset with 1.9M reactions from patents (1976-2016). (1) Given the product [NH2:31][C:23]1[CH:22]=[CH:21][C:20]([S:17]([C:14]2[CH:13]=[CH:12][C:11]([CH2:10][CH2:9][N:8]([C:6]([O:5][C:1]([CH3:2])([CH3:4])[CH3:3])=[O:7])[CH2:34][C@@H:35]([C:37]3[CH:42]=[CH:41][CH:40]=[C:39]([Cl:43])[CH:38]=3)[OH:36])=[CH:16][CH:15]=2)(=[O:19])=[O:18])=[CH:30][C:24]=1[C:25]([O:27][CH2:28][CH3:29])=[O:26], predict the reactants needed to synthesize it. The reactants are: [C:1]([O:5][C:6]([N:8]([CH2:34][C@@H:35]([C:37]1[CH:42]=[CH:41][CH:40]=[C:39]([Cl:43])[CH:38]=1)[OH:36])[CH2:9][CH2:10][C:11]1[CH:16]=[CH:15][C:14]([S:17]([C:20]2[CH:21]=[CH:22][C:23]([N+:31]([O-])=O)=[C:24]([CH:30]=2)[C:25]([O:27][CH2:28][CH3:29])=[O:26])(=[O:19])=[O:18])=[CH:13][CH:12]=1)=[O:7])([CH3:4])([CH3:3])[CH3:2].[Cl-].[NH4+]. (2) Given the product [CH2:15]([C:18]1[S:19][C:20]2[C:29]3[CH:28]=[CH:27][C:26]([O:30][CH:33]4[CH2:38][CH2:37][N:36]([C:39]([O:41][C:42]([CH3:45])([CH3:44])[CH3:43])=[O:40])[CH2:35][CH2:34]4)=[CH:25][C:24]=3[N:23]=[CH:22][C:21]=2[N:31]=1)[CH2:16][CH3:17], predict the reactants needed to synthesize it. The reactants are: C(OC([N+](C(OC(C)C)=O)=[N-])=O)(C)C.[CH2:15]([C:18]1[S:19][C:20]2[C:29]3[CH:28]=[CH:27][C:26]([OH:30])=[CH:25][C:24]=3[N:23]=[CH:22][C:21]=2[N:31]=1)[CH2:16][CH3:17].O[CH:33]1[CH2:38][CH2:37][N:36]([C:39]([O:41][C:42]([CH3:45])([CH3:44])[CH3:43])=[O:40])[CH2:35][CH2:34]1.C1(P(C2C=CC=CC=2)C2C=CC=CC=2)C=CC=CC=1. (3) Given the product [Cl:1][C:2]1[CH:3]=[CH:4][C:5]([CH2:8][CH2:9][CH2:10][C:11]([OH:21])=[O:12])=[CH:6][CH:7]=1, predict the reactants needed to synthesize it. The reactants are: [Cl:1][C:2]1[CH:7]=[CH:6][C:5]([CH2:8][CH2:9][CH2:10][CH:11]=[O:12])=[CH:4][CH:3]=1.CC(=CC)C.O.O.P([O-])(O)(O)=[O:21].[Na+].Cl([O-])=O.[Na+]. (4) The reactants are: [NH:1]1[CH2:5][CH2:4][CH2:3][CH2:2]1.[CH:6]([C:8]1[CH:17]=[CH:16][C:11]([C:12]([O:14][CH3:15])=[O:13])=[CH:10][CH:9]=1)=O.[BH-](OC(C)=O)(OC(C)=O)OC(C)=O.[Na+]. Given the product [N:1]1([CH2:6][C:8]2[CH:17]=[CH:16][C:11]([C:12]([O:14][CH3:15])=[O:13])=[CH:10][CH:9]=2)[CH2:5][CH2:4][CH2:3][CH2:2]1, predict the reactants needed to synthesize it. (5) Given the product [OH:2][C:3]1[CH:28]=[C:27]([C:29]2[S:30][C:31]3[CH2:37][CH2:36][CH2:35][CH2:34][C:32]=3[N:33]=2)[CH:26]=[CH:25][C:4]=1[O:5][CH2:6][CH2:7][CH2:8][O:9][C:10]1[CH:11]=[C:12]2[C:16](=[CH:17][CH:18]=1)[C@H:15]([CH2:19][C:20]([O:22][CH2:23][CH3:24])=[O:21])[CH2:14][CH2:13]2, predict the reactants needed to synthesize it. The reactants are: C[O:2][C:3]1[CH:28]=[C:27]([C:29]2[S:30][C:31]3[CH2:37][CH2:36][CH2:35][CH2:34][C:32]=3[N:33]=2)[CH:26]=[CH:25][C:4]=1[O:5][CH2:6][CH2:7][CH2:8][O:9][C:10]1[CH:11]=[C:12]2[C:16](=[CH:17][CH:18]=1)[C@H:15]([CH2:19][C:20]([O:22][CH2:23][CH3:24])=[O:21])[CH2:14][CH2:13]2.[Al+3].[Cl-].[Cl-].[Cl-].C(S)C. (6) Given the product [O:11]=[C:4]1[C:5]2[C:10](=[CH:9][CH:8]=[CH:7][CH:6]=2)[C:2](=[O:1])[N:3]1[CH2:12][CH2:13][N:14]1[C:23]2[C:18](=[N:19][CH:20]=[C:21]([CH2:24][C:25]3[CH:26]=[CH:27][C:28]([F:31])=[CH:29][CH:30]=3)[CH:22]=2)[C:17]([OH:32])=[C:16]([C:33]([NH:42][CH2:41][CH2:39][OH:40])=[O:34])[C:15]1=[O:38], predict the reactants needed to synthesize it. The reactants are: [O:1]=[C:2]1[C:10]2[C:5](=[CH:6][CH:7]=[CH:8][CH:9]=2)[C:4](=[O:11])[N:3]1[CH2:12][CH2:13][N:14]1[C:23]2[C:18](=[N:19][CH:20]=[C:21]([CH2:24][C:25]3[CH:30]=[CH:29][C:28]([F:31])=[CH:27][CH:26]=3)[CH:22]=2)[C:17]([OH:32])=[C:16]([C:33](OCC)=[O:34])[C:15]1=[O:38].[CH2:39]([CH2:41][NH2:42])[OH:40].